Task: Predict the reactants needed to synthesize the given product.. Dataset: Full USPTO retrosynthesis dataset with 1.9M reactions from patents (1976-2016) (1) Given the product [CH:23]1([CH2:22][N:21]2[C:10]3[CH:11]=[CH:12][C:13]([S:15]([CH:18]([CH3:20])[CH3:19])(=[O:17])=[O:16])=[CH:14][C:9]=3[N:8]=[C:5]2[CH2:4][CH:1]2[CH2:3][CH2:2]2)[CH2:24][CH2:25]1, predict the reactants needed to synthesize it. The reactants are: [CH:1]1([CH2:4][C:5](Cl)=O)[CH2:3][CH2:2]1.[NH2:8][C:9]1[CH:14]=[C:13]([S:15]([CH:18]([CH3:20])[CH3:19])(=[O:17])=[O:16])[CH:12]=[CH:11][C:10]=1[NH:21][CH2:22][CH:23]1[CH2:25][CH2:24]1. (2) The reactants are: Br[CH2:2][C:3]1[N:4]=[CH:5][S:6][C:7]=1[CH2:8]Br.[C:10]([NH2:14])([CH3:13])([CH3:12])[CH3:11]. Given the product [C:10]([N:14]1[CH2:8][C:7]2[S:6][CH:5]=[N:4][C:3]=2[CH2:2]1)([CH3:13])([CH3:12])[CH3:11], predict the reactants needed to synthesize it. (3) Given the product [F:105][C:41]([F:47])([F:104])[C:123]([OH:124])=[O:126].[C:81]([NH:54][CH2:5][C@H:6]1[N:7]([C:24]([C:26]2[N:27]=[C:28]([C:40]3[CH:41]=[CH:42][C:43]([CH3:46])=[CH:44][CH:45]=3)[N:29]([C:31]3[CH:36]=[CH:35][CH:34]=[C:33]([O:37][CH2:38][CH3:39])[CH:32]=3)[CH:30]=2)=[O:25])[CH2:8][CH2:9][N:10]([C:12]2[CH:21]=[C:20]([C:22]([OH:124])=[O:23])[C:19]3[C:14]([CH:13]=2)=[CH:15][CH:16]=[CH:17][CH:18]=3)[CH2:11]1)(=[O:82])[CH3:83], predict the reactants needed to synthesize it. The reactants are: C(O[CH2:5][C@@H:6]1[CH2:11][N:10]([C:12]2[CH:21]=[C:20]([CH2:22][OH:23])[C:19]3[C:14](=[CH:15][CH:16]=[CH:17][CH:18]=3)[CH:13]=2)[CH2:9][CH2:8][N:7]1[C:24]([C:26]1[N:27]=[C:28]([C:40]2[CH:45]=[CH:44][C:43]([CH3:46])=[CH:42][C:41]=2[F:47])[N:29]([C:31]2[CH:36]=[CH:35][CH:34]=[C:33]([O:37][CH2:38][CH3:39])[CH:32]=2)[CH:30]=1)=[O:25])(=O)C.C(OC[C@@H]1CN(C2C=C(CO[Si](C(C)C)(C(C)C)C(C)C)C3C(=CC=CC=3)C=2)CC[N:54]1[C:81]([C:83]1N=C(C2C=CC(C)=CC=2[F:104])N(C2C=CC=C(OCC)C=2)C=1)=[O:82])(=O)C.[F-:105].C([N+](CCCC)(CCCC)CCCC)CCC.[C:123](=[O:126])(O)[O-:124].[Na+]. (4) Given the product [NH2:21][C:18]1[CH:19]=[CH:20][C:15]2[O:14][C:13]([C:24]([NH:26][C:27]3[CH:32]=[CH:31][C:30]([Cl:33])=[CH:29][N:28]=3)=[O:25])=[C:12]([NH:11][C:9]([C@H:6]3[CH2:7][CH2:8][C@H:3]([N:2]([CH3:1])[CH3:34])[CH2:4][CH2:5]3)=[O:10])[C:16]=2[CH:17]=1, predict the reactants needed to synthesize it. The reactants are: [CH3:1][N:2]([CH3:34])[C@H:3]1[CH2:8][CH2:7][C@H:6]([C:9]([NH:11][C:12]2[C:16]3[CH:17]=[C:18]([N+:21]([O-])=O)[CH:19]=[CH:20][C:15]=3[O:14][C:13]=2[C:24]([NH:26][C:27]2[CH:32]=[CH:31][C:30]([Cl:33])=[CH:29][N:28]=2)=[O:25])=[O:10])[CH2:5][CH2:4]1.[Sn](Cl)Cl.O.[OH-].[Na+]. (5) Given the product [OH:10][C:11]1[C:12]([CH3:31])=[C:13]([CH3:30])[C:14]([NH:18][C:19]([C:21]2[CH:29]=[CH:28][C:24]3[O:25][CH2:26][O:27][C:23]=3[CH:22]=2)=[O:20])=[N:15][C:16]=1[CH3:17], predict the reactants needed to synthesize it. The reactants are: CO.C([O:10][C:11]1[C:12]([CH3:31])=[C:13]([CH3:30])[C:14]([NH:18][C:19]([C:21]2[CH:29]=[CH:28][C:24]3[O:25][CH2:26][O:27][C:23]=3[CH:22]=2)=[O:20])=[N:15][C:16]=1[CH3:17])C1C=CC=CC=1. (6) Given the product [F:14][C:15]1[CH:20]=[CH:19][C:18]([C:21]([N:23]2[CH2:24][CH2:25][CH2:26][C@H:27]([N:12]3[N:11]=[N:10][C:9]([C:6]4[CH:7]=[CH:8][C:3]([O:2][CH3:1])=[CH:4][CH:5]=4)=[N:13]3)[CH2:28]2)=[O:22])=[CH:17][CH:16]=1, predict the reactants needed to synthesize it. The reactants are: [CH3:1][O:2][C:3]1[CH:8]=[CH:7][C:6]([C:9]2[NH:13][N:12]=[N:11][N:10]=2)=[CH:5][CH:4]=1.[F:14][C:15]1[CH:20]=[CH:19][C:18]([C:21]([N:23]2[CH2:28][CH2:27][CH2:26][C@@H:25](O)[CH2:24]2)=[O:22])=[CH:17][CH:16]=1. (7) Given the product [CH3:24][O:25][C:26](=[O:32])[C@@H:27](/[N:28]=[CH:14]/[C:12]1[CH:11]=[CH:10][CH:9]=[C:8]([Br:7])[N:13]=1)[CH:29]([CH3:31])[CH3:30], predict the reactants needed to synthesize it. The reactants are: S([O-])([O-])(=O)=O.[Mg+2].[Br:7][C:8]1[N:13]=[C:12]([CH:14]=O)[CH:11]=[CH:10][CH:9]=1.C(N(CC)CC)C.Cl.[CH3:24][O:25][C:26](=[O:32])[C@H:27]([CH:29]([CH3:31])[CH3:30])[NH2:28].